This data is from Full USPTO retrosynthesis dataset with 1.9M reactions from patents (1976-2016). The task is: Predict the reactants needed to synthesize the given product. (1) Given the product [C:36]([O:40][C:41](=[O:44])[CH2:42][NH:43][C:22](=[O:23])[CH2:21][O:20][C:19]1[C:18]([CH3:28])=[CH:17][C:16]([C:14]2[O:13][C:11]3[N:12]=[C:7]([CH2:6][C:5]4[CH:33]=[CH:34][C:2]([Cl:1])=[CH:3][CH:4]=4)[N:8]=[C:9]([O:29][CH2:30][CH2:31][CH3:32])[C:10]=3[N:15]=2)=[CH:26][C:25]=1[CH3:27])([CH3:39])([CH3:38])[CH3:37], predict the reactants needed to synthesize it. The reactants are: [Cl:1][C:2]1[CH:34]=[CH:33][C:5]([CH2:6][C:7]2[N:8]=[C:9]([O:29][CH2:30][CH2:31][CH3:32])[C:10]3[N:15]=[C:14]([C:16]4[CH:26]=[C:25]([CH3:27])[C:19]([O:20][CH2:21][C:22](Cl)=[O:23])=[C:18]([CH3:28])[CH:17]=4)[O:13][C:11]=3[N:12]=2)=[CH:4][CH:3]=1.Cl.[C:36]([O:40][C:41](=[O:44])[CH2:42][NH2:43])([CH3:39])([CH3:38])[CH3:37].C(N(CC)CC)C. (2) The reactants are: I[C:2]1[CH:3]=[CH:4][C:5]([CH3:21])=[C:6]([CH:20]=1)[CH2:7][C:8]1[S:9][C:10]([C:13]2[CH:18]=[CH:17][C:16]([F:19])=[CH:15][CH:14]=2)=[CH:11][CH:12]=1.C[Si](C)(C)[O:24][CH:25]1[CH:30]([O:31][Si](C)(C)C)[CH:29]([O:36][Si](C)(C)C)[CH:28]([CH2:41][O:42][Si](C)(C)C)[O:27][C:26]1=[O:47].[CH2:50]([Li])CCC.CS(O)(=O)=O.C(=O)(O)[O-].[Na+].C(OC(C)C)(C)C. Given the product [F:19][C:16]1[CH:17]=[CH:18][C:13]([C:10]2[S:9][C:8]([CH2:7][C:6]3[CH:20]=[C:2]([C:26]4([O:47][CH3:50])[C@H:25]([OH:24])[C@@H:30]([OH:31])[C@H:29]([OH:36])[C@@H:28]([CH2:41][OH:42])[O:27]4)[CH:3]=[CH:4][C:5]=3[CH3:21])=[CH:12][CH:11]=2)=[CH:14][CH:15]=1, predict the reactants needed to synthesize it. (3) Given the product [CH:20]([N:18]1[C:17](=[O:23])[CH:16]=[CH:15][C:14]([C:4]2[CH:3]=[C:2]([NH:1][C:24](=[O:31])[C:25]3[CH:30]=[CH:29][CH:28]=[CH:27][CH:26]=3)[CH:7]=[N:6][C:5]=2[C:8]2[CH:9]=[CH:10][CH:11]=[CH:12][CH:13]=2)=[N:19]1)([CH3:21])[CH3:22], predict the reactants needed to synthesize it. The reactants are: [NH2:1][C:2]1[CH:3]=[C:4]([C:14]2[CH:15]=[CH:16][C:17](=[O:23])[N:18]([CH:20]([CH3:22])[CH3:21])[N:19]=2)[C:5]([C:8]2[CH:13]=[CH:12][CH:11]=[CH:10][CH:9]=2)=[N:6][CH:7]=1.[C:24](Cl)(=[O:31])[C:25]1[CH:30]=[CH:29][CH:28]=[CH:27][CH:26]=1. (4) Given the product [Cl:27][C:28]1[CH:29]=[C:30]([NH:31][C:13]2[N:14]=[CH:15][C:16]([C:17]([N:19]3[CH2:20][CH2:21][CH2:22][CH2:23][CH2:24]3)=[O:18])=[C:11]3[C:10]([CH3:26])=[CH:9][NH:8][C:12]=23)[CH:32]=[CH:33][CH:34]=1, predict the reactants needed to synthesize it. The reactants are: C(OC([N:8]1[C:12]2=[C:13](Cl)[N:14]=[CH:15][C:16]([C:17]([N:19]3[CH2:24][CH2:23][CH2:22][CH2:21][CH2:20]3)=[O:18])=[C:11]2[C:10]([CH3:26])=[CH:9]1)=O)(C)(C)C.[Cl:27][C:28]1[CH:29]=[C:30]([CH:32]=[CH:33][CH:34]=1)[NH2:31]. (5) Given the product [CH:18]([N:17]1[C:11]2[CH:10]=[C:9]([NH:8][C:6]3[CH:5]=[CH:4][N:3]=[C:2]([N:28]4[CH2:27][CH2:26][C:25]5([O:21][C:22](=[O:31])[NH:23][CH2:24]5)[CH2:30][CH2:29]4)[N:7]=3)[N:14]=[CH:13][C:12]=2[N:15]=[CH:16]1)([CH3:20])[CH3:19], predict the reactants needed to synthesize it. The reactants are: Cl[C:2]1[N:7]=[C:6]([NH:8][C:9]2[N:14]=[CH:13][C:12]3[N:15]=[CH:16][N:17]([CH:18]([CH3:20])[CH3:19])[C:11]=3[CH:10]=2)[CH:5]=[CH:4][N:3]=1.[O:21]1[C:25]2([CH2:30][CH2:29][NH:28][CH2:27][CH2:26]2)[CH2:24][NH:23][C:22]1=[O:31].C(N(CC)CC)C. (6) Given the product [F:1][C@@H:2]1[CH2:6][CH2:5][N:4]([C:7]2[CH:8]=[C:9]([C:13]3[CH:14]=[CH:15][C:16]4[O:17][C:18]([CH3:34])([CH3:33])[CH2:19][N:20]([C:23]([NH:25][C:26]5[CH:27]=[N:28][CH:29]=[C:30]([CH3:32])[CH:31]=5)=[O:24])[C:21]=4[N:22]=3)[CH:10]=[CH:11][CH:12]=2)[CH2:3]1, predict the reactants needed to synthesize it. The reactants are: [F:1][C@H:2]1[CH2:6][CH2:5][N:4]([C:7]2[CH:8]=[C:9]([C:13]3[CH:14]=[CH:15][C:16]4[O:17][C:18]([CH3:34])([CH3:33])[CH2:19][N:20]([C:23]([NH:25][C:26]5[CH:27]=[N:28][CH:29]=[C:30]([CH3:32])[CH:31]=5)=[O:24])[C:21]=4[N:22]=3)[CH:10]=[CH:11][CH:12]=2)[CH2:3]1.Cl.F[C@H]1CCNC1. (7) Given the product [CH3:1][O:2][C:3]1[CH:4]=[C:5]2[C:9](=[CH:10][CH:11]=1)[N:8]([CH3:12])[CH:7]=[C:6]2[C:13]1[N:23]([CH2:24][O:25][CH2:26][CH2:27][Si:28]([CH3:30])([CH3:29])[CH3:31])[C:16]2=[N:17][CH:18]=[C:19]([CH2:21][NH:22][C:38](=[O:45])[C:39]3[CH:44]=[CH:43][CH:42]=[CH:41][CH:40]=3)[N:20]=[C:15]2[CH:14]=1, predict the reactants needed to synthesize it. The reactants are: [CH3:1][O:2][C:3]1[CH:4]=[C:5]2[C:9](=[CH:10][CH:11]=1)[N:8]([CH3:12])[CH:7]=[C:6]2[C:13]1[N:23]([CH2:24][O:25][CH2:26][CH2:27][Si:28]([CH3:31])([CH3:30])[CH3:29])[C:16]2=[N:17][CH:18]=[C:19]([CH2:21][NH2:22])[N:20]=[C:15]2[CH:14]=1.N1C=CC=CC=1.[C:38](Cl)(=[O:45])[C:39]1[CH:44]=[CH:43][CH:42]=[CH:41][CH:40]=1. (8) Given the product [Cl:1][C:2]1[CH:3]=[N+:4]([O-:27])[CH:5]=[C:6]([Cl:26])[C:7]=1[CH2:8][C@@H:9]([C:11]1[CH:16]=[CH:15][C:14]([O:17][CH:18]([F:20])[F:19])=[C:13]([O:21][CH2:22][CH:23]2[CH2:25][CH2:24]2)[CH:12]=1)[O:10][C:36](=[O:37])[C:35]1[CH:39]=[CH:40][C:41]([CH:42]=[O:43])=[C:33]([O:32][CH2:31][CH:28]2[CH2:30][CH2:29]2)[CH:34]=1, predict the reactants needed to synthesize it. The reactants are: [Cl:1][C:2]1[CH:3]=[N+:4]([O-:27])[CH:5]=[C:6]([Cl:26])[C:7]=1[CH2:8][C@@H:9]([C:11]1[CH:16]=[CH:15][C:14]([O:17][CH:18]([F:20])[F:19])=[C:13]([O:21][CH2:22][CH:23]2[CH2:25][CH2:24]2)[CH:12]=1)[OH:10].[CH:28]1([CH2:31][O:32][C:33]2[CH:34]=[C:35]([CH:39]=[CH:40][C:41]=2[CH:42]=[O:43])[C:36](O)=[O:37])[CH2:30][CH2:29]1.CCN=C=NCCCN(C)C.Cl. (9) Given the product [C:1]([O:5][C:6](=[O:29])[CH2:7][O:8][C:9]1[C:14]([CH3:15])=[CH:13][C:12]([C:16]2[O:17][C:18]3[N:19]=[C:20]([S:26][CH3:27])[N:21]=[C:22]([CH2:30][CH:31]([CH3:33])[CH3:32])[C:23]=3[N:24]=2)=[CH:11][C:10]=1[CH3:28])([CH3:4])([CH3:3])[CH3:2], predict the reactants needed to synthesize it. The reactants are: [C:1]([O:5][C:6](=[O:29])[CH2:7][O:8][C:9]1[C:14]([CH3:15])=[CH:13][C:12]([C:16]2[O:17][C:18]3[N:19]=[C:20]([S:26][CH3:27])[N:21]=[C:22](Cl)[C:23]=3[N:24]=2)=[CH:11][C:10]=1[CH3:28])([CH3:4])([CH3:3])[CH3:2].[CH2:30]([Mg]Br)[CH:31]([CH3:33])[CH3:32].